This data is from Reaction yield outcomes from USPTO patents with 853,638 reactions. The task is: Predict the reaction yield, written as a fraction of the theoretical maximum amount of product (1.0 means a 100% yield; for example, 0.34 means a 34% yield). (1) The reactants are [Cl-].O[NH3+:3].[C:4](=[O:7])([O-])[OH:5].[Na+].CS(C)=O.[CH:13]([C:16]1[CH:21]=[CH:20][C:19]([N:22]2[C:27](=[O:28])[C:26]([CH2:29][C:30]3[CH:35]=[CH:34][C:33]([C:36]4[C:37]([C:42]#[N:43])=[CH:38][CH:39]=[CH:40][CH:41]=4)=[CH:32][CH:31]=3)=[C:25]([CH2:44][CH2:45][CH3:46])[N:24]=[C:23]2[CH3:47])=[CH:18][CH:17]=1)([CH3:15])[CH3:14]. The catalyst is O.C(OCC)(=O)C. The product is [CH:13]([C:16]1[CH:17]=[CH:18][C:19]([N:22]2[C:27](=[O:28])[C:26]([CH2:29][C:30]3[CH:35]=[CH:34][C:33]([C:36]4[CH:41]=[CH:40][CH:39]=[CH:38][C:37]=4[C:42]4[NH:3][C:4](=[O:7])[O:5][N:43]=4)=[CH:32][CH:31]=3)=[C:25]([CH2:44][CH2:45][CH3:46])[N:24]=[C:23]2[CH3:47])=[CH:20][CH:21]=1)([CH3:15])[CH3:14]. The yield is 0.660. (2) The reactants are [CH3:1][C:2]1([CH2:13][O:14][C:15]2[CH:20]=[CH:19][C:18]([N:21]3[CH2:26][CH2:25][N:24]([C:27](OC(C)(C)C)=O)[CH2:23][CH2:22]3)=[CH:17][CH:16]=2)[O:6][C:5]2=[N:7][C:8]([N+:10]([O-:12])=[O:11])=[CH:9][N:4]2[CH2:3]1.[F:34][C:35]([F:45])([F:44])[C:36]1[CH:43]=[CH:42][C:39](C=O)=[CH:38][CH:37]=1.C(O[BH-](OC(=O)C)OC(=O)C)(=O)C.[Na+].C(=O)([O-])O.[Na+]. The catalyst is FC(F)(F)C(O)=O.C(Cl)Cl. The product is [CH3:1][C:2]1([CH2:13][O:14][C:15]2[CH:20]=[CH:19][C:18]([N:21]3[CH2:26][CH2:25][N:24]([CH2:27][C:39]4[CH:42]=[CH:43][C:36]([C:35]([F:45])([F:44])[F:34])=[CH:37][CH:38]=4)[CH2:23][CH2:22]3)=[CH:17][CH:16]=2)[O:6][C:5]2=[N:7][C:8]([N+:10]([O-:12])=[O:11])=[CH:9][N:4]2[CH2:3]1. The yield is 0.530. (3) The reactants are [Br:1][C:2]1[CH:3]=[C:4](B2OC(C)(C)C(C)(C)O2)[CH:5]=[C:6]([O:8][CH3:9])[CH:7]=1.I[C:20]1[C:28]2[C:23](=[N:24][CH:25]=[N:26][C:27]=2[NH2:29])[N:22]([CH:30]([CH3:32])[CH3:31])[N:21]=1.C([O-])([O-])=O.[Na+].[Na+]. The catalyst is CCO.COCCOC.C1C=CC([P]([Pd]([P](C2C=CC=CC=2)(C2C=CC=CC=2)C2C=CC=CC=2)([P](C2C=CC=CC=2)(C2C=CC=CC=2)C2C=CC=CC=2)[P](C2C=CC=CC=2)(C2C=CC=CC=2)C2C=CC=CC=2)(C2C=CC=CC=2)C2C=CC=CC=2)=CC=1. The product is [Br:1][C:2]1[CH:3]=[C:4]([C:20]2[C:28]3[C:23](=[N:24][CH:25]=[N:26][C:27]=3[NH2:29])[N:22]([CH:30]([CH3:32])[CH3:31])[N:21]=2)[CH:5]=[C:6]([O:8][CH3:9])[CH:7]=1. The yield is 0.360.